Dataset: Catalyst prediction with 721,799 reactions and 888 catalyst types from USPTO. Task: Predict which catalyst facilitates the given reaction. (1) Reactant: [OH-].[Na+].[CH3:3][C:4]([N:10]1[C:15](=[O:16])[N:14]([C:17]2[CH:22]=[CH:21][CH:20]=[CH:19][CH:18]=2)[CH2:13][O:12][CH2:11]1)([CH3:9])[C:5]([O:7]C)=[O:6].Cl. Product: [CH3:9][C:4]([N:10]1[C:15](=[O:16])[N:14]([C:17]2[CH:22]=[CH:21][CH:20]=[CH:19][CH:18]=2)[CH2:13][O:12][CH2:11]1)([CH3:3])[C:5]([OH:7])=[O:6]. The catalyst class is: 5. (2) Reactant: [CH3:1][C:2](C)=O.OS(O)(=O)=O.O=[Cr](=O)=O.[Br:14][C:15]1[C:16](CC)=[CH:17][CH:18]=[C:19]([CH:21]2[C:25](=[O:26])[CH:24]=[CH:23][CH:22]2[OH:27])[CH:20]=1. Product: [Br:14][C:15]1[CH:16]=[CH:17][C:18]([CH2:1][CH3:2])=[C:19]([CH:21]2[C:22](=[O:27])[CH:23]=[CH:24][C:25]2=[O:26])[CH:20]=1. The catalyst class is: 21.